From a dataset of CYP3A4 inhibition data for predicting drug metabolism from PubChem BioAssay. Regression/Classification. Given a drug SMILES string, predict its absorption, distribution, metabolism, or excretion properties. Task type varies by dataset: regression for continuous measurements (e.g., permeability, clearance, half-life) or binary classification for categorical outcomes (e.g., BBB penetration, CYP inhibition). Dataset: cyp3a4_veith. (1) The molecule is CC(=O)NCCNc1ncnc2ccc(-c3ccccc3C)cc12. The result is 1 (inhibitor). (2) The drug is CC1=C(C(N)=O)C(c2ccccn2)n2nc(SCc3ccccc3Cl)nc2N1. The result is 1 (inhibitor).